From a dataset of Catalyst prediction with 721,799 reactions and 888 catalyst types from USPTO. Predict which catalyst facilitates the given reaction. (1) Reactant: Cl[C:2]1[C:11]([Cl:12])=[N:10][C:9]2[C:4](=[CH:5][CH:6]=[CH:7][CH:8]=2)[N:3]=1.[NH2:13][S:14]([C:17]1[CH:27]=[CH:26][C:20]([C:21]([N:23]([CH3:25])[CH3:24])=[O:22])=[CH:19][CH:18]=1)(=[O:16])=[O:15].C([O-])([O-])=O.[K+].[K+]. Product: [Cl:12][C:11]1[C:2]([NH:13][S:14]([C:17]2[CH:18]=[CH:19][C:20]([C:21]([N:23]([CH3:25])[CH3:24])=[O:22])=[CH:26][CH:27]=2)(=[O:15])=[O:16])=[N:3][C:4]2[C:9]([N:10]=1)=[CH:8][CH:7]=[CH:6][CH:5]=2. The catalyst class is: 44. (2) Reactant: [H-].[Na+].[N+:3]([C:6]1[CH:7]=[N:8][NH:9][CH:10]=1)([O-:5])=[O:4].I[CH2:12][CH3:13].[Cl-:14].[NH4+]. Product: [Cl:14][C:10]1[N:9]([CH2:12][CH3:13])[N:8]=[CH:7][C:6]=1[N+:3]([O-:5])=[O:4]. The catalyst class is: 3. (3) Reactant: [C:1]([CH2:3][C:4]([C:6]1[CH:11]=[CH:10][CH:9]=[CH:8][CH:7]=1)=O)#[N:2].Cl.Cl.[CH2:14]([NH:21][NH2:22])[C:15]1[CH:20]=[CH:19][CH:18]=[CH:17][CH:16]=1.C(N(CC)CC)C. Product: [CH2:14]([N:21]1[C:1]([NH2:2])=[CH:3][C:4]([C:6]2[CH:11]=[CH:10][CH:9]=[CH:8][CH:7]=2)=[N:22]1)[C:15]1[CH:20]=[CH:19][CH:18]=[CH:17][CH:16]=1. The catalyst class is: 8. (4) Reactant: [C:1]([N:8]1[CH2:13][CH2:12][N:11]([C:14]2[CH:19]=[CH:18][CH:17]=[CH:16][C:15]=2[CH2:20][NH2:21])[CH2:10][CH2:9]1)([O:3][C:4]([CH3:7])([CH3:6])[CH3:5])=[O:2].C(N(CC)CC)C.[CH3:29][S:30](Cl)(=[O:32])=[O:31]. Product: [C:1]([N:8]1[CH2:9][CH2:10][N:11]([C:14]2[CH:19]=[CH:18][CH:17]=[CH:16][C:15]=2[CH2:20][NH:21][S:30]([CH3:29])(=[O:32])=[O:31])[CH2:12][CH2:13]1)([O:3][C:4]([CH3:7])([CH3:6])[CH3:5])=[O:2]. The catalyst class is: 158. (5) Reactant: [NH:1]1[C:9]2[C:4](=[CH:5][CH:6]=[CH:7][CH:8]=2)[C:3]([C:10](=O)[CH2:11][CH2:12][CH2:13][CH2:14][C:15]#[N:16])=[CH:2]1.[H-].[H-].[H-].[H-].[Li+].[Al+3]. Product: [NH:1]1[C:9]2[C:4](=[CH:5][CH:6]=[CH:7][CH:8]=2)[C:3]([CH2:10][CH2:11][CH2:12][CH2:13][CH2:14][CH2:15][NH2:16])=[CH:2]1. The catalyst class is: 1. (6) Reactant: [N:1]([CH2:4][CH2:5][C:6]1[CH:11]=[CH:10][C:9]([C:12]2[N:16]=[CH:15][N:14]([C:17]3[CH:22]=[CH:21][C:20]([O:23][C:24]([F:27])([F:26])[F:25])=[CH:19][CH:18]=3)[N:13]=2)=[CH:8][CH:7]=1)=[C:2]=[O:3].[CH:28]([C:31]1[CH:36]=[CH:35][C:34]([CH3:37])=[CH:33][C:32]=1[NH:38][C:39]([NH2:41])=[S:40])([CH3:30])[CH3:29].C(=O)([O-])[O-].[Cs+].[Cs+].[C:48](Cl)(=[O:51])[CH:49]=[CH2:50]. Product: [CH:28]([C:31]1[CH:36]=[CH:35][C:34]([CH3:37])=[CH:33][C:32]=1[N:38]1[C:48](=[O:51])[CH2:49][CH2:50][S:40]/[C:39]/1=[N:41]\[C:2]([NH:1][CH2:4][CH2:5][C:6]1[CH:11]=[CH:10][C:9]([C:12]2[N:16]=[CH:15][N:14]([C:17]3[CH:22]=[CH:21][C:20]([O:23][C:24]([F:26])([F:25])[F:27])=[CH:19][CH:18]=3)[N:13]=2)=[CH:8][CH:7]=1)=[O:3])([CH3:30])[CH3:29]. The catalyst class is: 115. (7) Reactant: [F:1][C:2]1[CH:7]=[CH:6][C:5]([C:8]2[N:9]=[C:10]([CH3:16])[NH:11][C:12]=2[C:13]([NH2:15])=O)=[CH:4][CH:3]=1.COCCOC.COC1C=CC(P2(SP(C3C=CC(OC)=CC=3)(=S)S2)=[S:32])=CC=1. Product: [F:1][C:2]1[CH:7]=[CH:6][C:5]([C:8]2[N:9]=[C:10]([CH3:16])[NH:11][C:12]=2[C:13](=[S:32])[NH2:15])=[CH:4][CH:3]=1. The catalyst class is: 61.